Dataset: Reaction yield outcomes from USPTO patents with 853,638 reactions. Task: Predict the reaction yield, written as a fraction of the theoretical maximum amount of product (1.0 means a 100% yield; for example, 0.34 means a 34% yield). (1) The reactants are [CH3:1][O:2][C:3]1[CH:22]=[CH:21][C:6]([CH2:7][N:8]2[C:12]3[N:13]=[CH:14][C:15]4[CH2:16][NH:17][CH2:18][CH2:19][C:20]=4[C:11]=3[CH:10]=[N:9]2)=[CH:5][CH:4]=1.CCN(C(C)C)C(C)C.Cl.[N:33]1([C:38](=N)[NH2:39])C=CC=N1. The catalyst is ClCCl. The product is [CH3:1][O:2][C:3]1[CH:4]=[CH:5][C:6]([CH2:7][N:8]2[C:12]3[N:13]=[CH:14][C:15]4[CH2:16][N:17]([C:38]([NH2:39])=[NH:33])[CH2:18][CH2:19][C:20]=4[C:11]=3[CH:10]=[N:9]2)=[CH:21][CH:22]=1. The yield is 0.400. (2) The reactants are [N:1]([O-])=O.[Na+].[CH2:5]([O:12][C:13]1[CH:19]=[CH:18][C:16]([NH2:17])=[C:15]([F:20])[CH:14]=1)[C:6]1[CH:11]=[CH:10][CH:9]=[CH:8][CH:7]=1.Cl.[CH3:22][O:23][CH2:24][C:25](=[O:31])[CH2:26][C:27]([O:29][CH3:30])=[O:28].CC([O-])=O.[Na+]. The catalyst is O.CO. The product is [CH2:5]([O:12][C:13]1[CH:19]=[CH:18][C:16]([NH:17][N:1]=[C:26]([C:25](=[O:31])[CH2:24][O:23][CH3:22])[C:27]([O:29][CH3:30])=[O:28])=[C:15]([F:20])[CH:14]=1)[C:6]1[CH:7]=[CH:8][CH:9]=[CH:10][CH:11]=1. The yield is 0.910. (3) The reactants are [Br:1][C:2]1[CH:7]=[CH:6][C:5]([O:8][CH3:9])=[CH:4][C:3]=1[N+:10]([O-])=O. The catalyst is C(O)C.[Ni]. The product is [Br:1][C:2]1[CH:7]=[CH:6][C:5]([O:8][CH3:9])=[CH:4][C:3]=1[NH2:10]. The yield is 0.860.